This data is from Reaction yield outcomes from USPTO patents with 853,638 reactions. The task is: Predict the reaction yield, written as a fraction of the theoretical maximum amount of product (1.0 means a 100% yield; for example, 0.34 means a 34% yield). (1) The reactants are [CH3:1][N:2]1[C:6]2[CH:7]=[CH:8][C:9]([C:11]([OH:13])=O)=[CH:10][C:5]=2[N:4]=[CH:3]1.[NH:14]1[CH2:19][CH2:18][CH2:17][C@@H:16]2[C:20]3[CH:21]=[CH:22][CH:23]=[CH:24][C:25]=3[CH2:26][C@H:15]12.F[P-](F)(F)(F)(F)F.N1(OC(N(C)C)=[N+](C)C)C2N=CC=CC=2N=N1. No catalyst specified. The product is [N:14]1([C:11]([C:9]2[CH:8]=[CH:7][C:6]3[N:2]([CH3:1])[CH:3]=[N:4][C:5]=3[CH:10]=2)=[O:13])[CH2:19][CH2:18][CH2:17][C@@H:16]2[C:20]3[CH:21]=[CH:22][CH:23]=[CH:24][C:25]=3[CH2:26][C@H:15]12. The yield is 0.900. (2) The reactants are C(O)(=O)C(C(C(O)=O)O)O.[NH:11]1[CH2:16][CH2:15][CH2:14][C@@H:13]([C:17]([O:19][CH2:20][CH3:21])=[O:18])[CH2:12]1.[CH3:22][C:23]([O:26][C:27](O[C:27]([O:26][C:23]([CH3:25])([CH3:24])[CH3:22])=[O:28])=[O:28])([CH3:25])[CH3:24]. The catalyst is C(Cl)Cl. The product is [N:11]1([C:27]([O:26][C:23]([CH3:25])([CH3:24])[CH3:22])=[O:28])[CH2:16][CH2:15][CH2:14][C@@H:13]([C:17]([O:19][CH2:20][CH3:21])=[O:18])[CH2:12]1. The yield is 1.00. (3) The reactants are [CH3:1][C:2]1[O:8][C:5]([CH2:6][NH2:7])=[CH:4][CH:3]=1.F[C:10]1[CH:18]=[N:17][CH:16]=[CH:15][C:11]=1[C:12]([OH:14])=[O:13]. No catalyst specified. The product is [CH3:1][C:2]1[O:8][C:5]([CH2:6][NH:7][C:15]2[CH:16]=[N:17][CH:18]=[CH:10][C:11]=2[C:12]([OH:14])=[O:13])=[CH:4][CH:3]=1. The yield is 0.340. (4) The reactants are O[C:2]1[CH:7]=[C:6]([C:8]([CH3:11])([CH3:10])[CH3:9])[N:5]=[CH:4][N:3]=1.P(Cl)(Cl)([Cl:14])=O. No catalyst specified. The product is [Cl:14][C:2]1[CH:7]=[C:6]([C:8]([CH3:11])([CH3:10])[CH3:9])[N:5]=[CH:4][N:3]=1. The yield is 0.780. (5) The yield is 0.810. The product is [I-:1].[CH2:2]([N:4]1[CH:8]=[CH:7][CH:6]=[C:5]1[CH2:9][P+:20]([C:21]1[CH:22]=[CH:23][CH:24]=[CH:25][CH:26]=1)([C:27]1[CH:32]=[CH:31][CH:30]=[CH:29][CH:28]=1)[C:14]1[CH:15]=[CH:16][CH:17]=[CH:18][CH:19]=1)[CH3:3]. The catalyst is C(#N)C. The reactants are [I-:1].[CH2:2]([N:4]1[CH:8]=[CH:7][CH:6]=[C:5]1[CH2:9][N+](C)(C)C)[CH3:3].[C:14]1([P:20]([C:27]2[CH:32]=[CH:31][CH:30]=[CH:29][CH:28]=2)[C:21]2[CH:26]=[CH:25][CH:24]=[CH:23][CH:22]=2)[CH:19]=[CH:18][CH:17]=[CH:16][CH:15]=1. (6) The reactants are Cl[C:2]1[S:6][N:5]=[C:4]([CH2:7][N:8]2[C:16]3[C:11](=[C:12]([C:19]([F:22])([F:21])[F:20])[C:13]([C:17]#[N:18])=[CH:14][CH:15]=3)[CH:10]=[C:9]2[CH3:23])[N:3]=1.[F:24][C:25]([F:40])([F:39])[C:26]1[CH:27]=[C:28](B(O)O)[CH:29]=[C:30]([C:32]([F:35])([F:34])[F:33])[CH:31]=1.[F-].[Cs+]. The catalyst is COCCOC.C1C=CC(P(C2C=CC=CC=2)CCCCP(C2C=CC=CC=2)C2C=CC=CC=2)=CC=1.Cl[Pd]Cl. The product is [F:24][C:25]([F:39])([F:40])[C:26]1[CH:27]=[C:28]([C:2]2[S:6][N:5]=[C:4]([CH2:7][N:8]3[C:16]4[C:11](=[C:12]([C:19]([F:22])([F:21])[F:20])[C:13]([C:17]#[N:18])=[CH:14][CH:15]=4)[CH:10]=[C:9]3[CH3:23])[N:3]=2)[CH:29]=[C:30]([C:32]([F:33])([F:34])[F:35])[CH:31]=1. The yield is 0.400.